From a dataset of Catalyst prediction with 721,799 reactions and 888 catalyst types from USPTO. Predict which catalyst facilitates the given reaction. (1) Reactant: N1C=CC=CC=1.FC(F)(F)C(OC(=O)C(F)(F)F)=O.[Cl:20][C:21]1[CH:26]=[CH:25][N:24]=[C:23]([CH2:27][NH:28][C:29]2[O:30][C:31]3[C:37]([O:38][CH3:39])=[CH:36][C:35]([C:40]([N:42]4[CH2:47][CH:46]([CH3:48])[NH:45][C:44](=[O:49])[CH:43]4[CH2:50][C:51]([NH2:53])=O)=[O:41])=[CH:34][C:32]=3[N:33]=2)[CH:22]=1.ClCCl. Product: [Cl:20][C:21]1[CH:26]=[CH:25][N:24]=[C:23]([CH2:27][NH:28][C:29]2[O:30][C:31]3[C:37]([O:38][CH3:39])=[CH:36][C:35]([C:40]([N:42]4[CH2:47][CH:46]([CH3:48])[NH:45][C:44](=[O:49])[CH:43]4[CH2:50][C:51]#[N:53])=[O:41])=[CH:34][C:32]=3[N:33]=2)[CH:22]=1. The catalyst class is: 1. (2) Reactant: [Cl:1][C:2]1[N:7]=[C:6]([NH:8][CH:9]2[CH2:13][CH2:12][CH2:11][CH2:10]2)[C:5]([C:14]#[C:15][CH:16]([O:20][CH2:21][CH3:22])[O:17][CH2:18][CH3:19])=[CH:4][N:3]=1.CCCC[N+](CCCC)(CCCC)CCCC.[F-]. Product: [Cl:1][C:2]1[N:3]=[CH:4][C:5]2[CH:14]=[C:15]([CH:16]([O:20][CH2:21][CH3:22])[O:17][CH2:18][CH3:19])[N:8]([CH:9]3[CH2:13][CH2:12][CH2:11][CH2:10]3)[C:6]=2[N:7]=1. The catalyst class is: 1.